The task is: Predict the reactants needed to synthesize the given product.. This data is from Full USPTO retrosynthesis dataset with 1.9M reactions from patents (1976-2016). (1) Given the product [CH3:1][C:2]1[CH:3]=[CH:4][CH:5]=[CH:6][C:7]=1[O:8][C@@H:9]([C:14]1[CH:19]=[CH:18][CH:17]=[CH:16][CH:15]=1)[CH2:10][CH2:11][NH:12][CH3:13].[ClH:60].[C:61](=[O:62])([O-:63])[NH2:32], predict the reactants needed to synthesize it. The reactants are: [CH3:1][C:2]1[CH:3]=[CH:4][CH:5]=[CH:6][C:7]=1[O:8][C@@H:9]([C:14]1[CH:15]=[CH:16][CH:17]=[CH:18][CH:19]=1)[CH2:10][CH2:11][NH:12][CH3:13].Cl.CC1C=CC=CC=1O[C@@H](C1C=CC=CC=1)CC[NH:32]C.CN(CCC(OC1C=CC=CC=1C)C1C=CC=CC=1)C.[Cl:60][C:61]([O:63]C1C=CC=CC=1)=[O:62]. (2) Given the product [NH:31]1[C:25]2[C:26](=[N:27][CH:28]=[C:23]([NH:22][C:19]([C:6]3[N:7]([CH2:11][C:12]4[CH:17]=[CH:16][CH:15]=[C:14]([F:18])[CH:13]=4)[C:8]4[C:4]([CH:5]=3)=[CH:3][C:2]([F:1])=[CH:10][CH:9]=4)=[O:21])[CH:24]=2)[CH:29]=[CH:30]1, predict the reactants needed to synthesize it. The reactants are: [F:1][C:2]1[CH:3]=[C:4]2[C:8](=[CH:9][CH:10]=1)[N:7]([CH2:11][C:12]1[CH:17]=[CH:16][CH:15]=[C:14]([F:18])[CH:13]=1)[C:6]([C:19]([OH:21])=O)=[CH:5]2.[NH2:22][C:23]1[CH:24]=[C:25]2[NH:31][CH:30]=[CH:29][C:26]2=[N:27][CH:28]=1. (3) Given the product [CH3:1][C:2]1([CH3:13])[C:11]2[C:6](=[CH:7][CH:8]=[CH:9][CH:10]=2)[NH:5][CH2:4][CH2:3]1, predict the reactants needed to synthesize it. The reactants are: [CH3:1][C:2]1([CH3:13])[C:11]2[C:6](=[CH:7][CH:8]=[CH:9][CH:10]=2)[NH:5][C:4](=O)[CH2:3]1.[H-].[H-].[H-].[H-].[Li+].[Al+3].O.[OH-].[Na+]. (4) Given the product [Br:1][C:2]1[C:7]2[N:8]([CH2:20][CH2:21][CH2:22][CH2:23][OH:24])[C:9]([NH:11][C:12]3[CH:17]=[CH:16][C:15]([Cl:18])=[CH:14][C:13]=3[Cl:19])=[N:10][C:6]=2[CH:5]=[CH:4][CH:3]=1, predict the reactants needed to synthesize it. The reactants are: [Br:1][C:2]1[C:7]2[N:8]([CH2:20][CH2:21][CH2:22][C:23](OCC)=[O:24])[C:9]([NH:11][C:12]3[CH:17]=[CH:16][C:15]([Cl:18])=[CH:14][C:13]=3[Cl:19])=[N:10][C:6]=2[CH:5]=[CH:4][CH:3]=1.[BH4-].[Li+].